Dataset: Reaction yield outcomes from USPTO patents with 853,638 reactions. Task: Predict the reaction yield, written as a fraction of the theoretical maximum amount of product (1.0 means a 100% yield; for example, 0.34 means a 34% yield). (1) The reactants are [F:1][C:2]1[CH:26]=[CH:25][C:24](I)=[CH:23][C:3]=1[CH2:4][O:5][C:6]([N:8]1[CH2:13][CH2:12][N:11]([C:14]([O:16][C:17]([CH3:20])([CH3:19])[CH3:18])=[O:15])[CH2:10][C@H:9]1[CH2:21][CH3:22])=[O:7].C([Li])CCC.C(O)(=[O:35])C.OO. The catalyst is O1CCCC1. The product is [F:1][C:2]1[CH:26]=[CH:25][C:24]([OH:35])=[CH:23][C:3]=1[CH2:4][O:5][C:6]([N:8]1[CH2:13][CH2:12][N:11]([C:14]([O:16][C:17]([CH3:20])([CH3:19])[CH3:18])=[O:15])[CH2:10][C@H:9]1[CH2:21][CH3:22])=[O:7]. The yield is 0.430. (2) The reactants are CC(C)([O-])C.[Na+].Cl[C:8]1[CH:13]=[C:12]([F:14])[CH:11]=[C:10]([F:15])[CH:9]=1.C(=[NH:29])(C1C=CC=CC=1)C1C=CC=CC=1. The catalyst is C1C=CC(/C=C/C(/C=C/C2C=CC=CC=2)=O)=CC=1.C1C=CC(/C=C/C(/C=C/C2C=CC=CC=2)=O)=CC=1.C1C=CC(/C=C/C(/C=C/C2C=CC=CC=2)=O)=CC=1.[Pd].[Pd].C1(P(C2C=CC=CC=2)[C-]2C=CC=C2)C=CC=CC=1.[C-]1(P(C2C=CC=CC=2)C2C=CC=CC=2)C=CC=C1.[Fe+2]. The product is [F:15][C:10]1[CH:9]=[C:8]([CH:13]=[C:12]([F:14])[CH:11]=1)[NH2:29]. The yield is 0.890. (3) The reactants are [F:1][C:2]1[CH:9]=[C:8]([CH3:10])[CH:7]=[CH:6]C=1C#N.[OH-:11].[K+].C(OCCO[CH2:19][CH2:20][OH:21])C. No catalyst specified. The product is [F:1][C:2]1[CH:9]=[C:8]([CH3:10])[CH:7]=[CH:6][C:19]=1[C:20]([OH:21])=[O:11]. The yield is 0.190. (4) The reactants are [H-].[H-].[H-].[H-].[Li+].[Al+3].[OH:7][C:8]1[CH:13]=[CH:12][C:11]([C:14]([C:34]2[CH:39]=[CH:38][C:37]([OH:40])=[CH:36][CH:35]=2)=[C:15]([C:19]2[CH:20]=[C:21]([O:25][CH2:26][CH2:27][CH2:28][C:29](OCC)=[O:30])[CH:22]=[CH:23][CH:24]=2)[CH2:16][CH2:17][CH3:18])=[CH:10][CH:9]=1. The catalyst is C1COCC1. The product is [OH:30][CH2:29][CH2:28][CH2:27][CH2:26][O:25][C:21]1[CH:20]=[C:19]([C:15]([CH2:16][CH2:17][CH3:18])=[C:14]([C:34]2[CH:35]=[CH:36][C:37]([OH:40])=[CH:38][CH:39]=2)[C:11]2[CH:12]=[CH:13][C:8]([OH:7])=[CH:9][CH:10]=2)[CH:24]=[CH:23][CH:22]=1. The yield is 0.860. (5) The reactants are [CH2:1]([N:5]([CH2:25][CH2:26][CH2:27][CH3:28])[C:6]([C:8]1[C:12]([Cl:13])=[C:11]([CH3:14])[N:10]([C:15]2[CH:20]=[CH:19][C:18]([O:21][CH3:22])=[CH:17][C:16]=2[C:23]#N)[N:9]=1)=[O:7])[CH2:2][CH2:3][CH3:4].[OH-:29].[K+].Cl.C[OH:33].C(Cl)Cl. The catalyst is C(O)C.O. The product is [Cl:13][C:12]1[C:8]([C:6](=[O:7])[N:5]([CH2:1][CH2:2][CH2:3][CH3:4])[CH2:25][CH2:26][CH2:27][CH3:28])=[N:9][N:10]([C:15]2[CH:20]=[CH:19][C:18]([O:21][CH3:22])=[CH:17][C:16]=2[C:23]([OH:33])=[O:29])[C:11]=1[CH3:14]. The yield is 0.390. (6) The reactants are BrC[CH2:3][CH2:4][CH2:5][C:6]([CH3:21])([C:15]1C=CC=CC=1)[CH2:7][O:8][CH:9]1[CH2:14][CH2:13][CH2:12][CH2:11][O:10]1.[Br:22]CCCC(C)(C)CO.O1C=CCCC1. The catalyst is C(Cl)Cl.O.C1(C)C=CC(S(O)(=O)=O)=CC=1. The product is [Br:22][CH2:3][CH2:4][CH2:5][C:6]([CH3:21])([CH3:15])[CH2:7][O:8][CH:9]1[CH2:14][CH2:13][CH2:12][CH2:11][O:10]1. The yield is 0.900. (7) The reactants are [OH:1][C:2]1[CH:3]=[C:4]2[C:9](=[CH:10][CH:11]=1)[CH2:8][N:7]([C:12]([O:14][C:15]([CH3:18])([CH3:17])[CH3:16])=[O:13])[CH:6]([C:19]([O:21][CH3:22])=[O:20])[CH2:5]2.[Cl:23][C:24]1[CH:25]=[C:26](Br)[CH:27]=[CH:28][CH:29]=1.CC(C)(C(=O)CC(=O)C(C)(C)C)C.C([O-])([O-])=O.[Cs+].[Cs+]. The catalyst is CN1C(=O)CCC1.CC(OC)(C)C.Cl[Cu]. The product is [Cl:23][C:24]1[CH:29]=[C:28]([CH:27]=[CH:26][CH:25]=1)[O:1][C:2]1[CH:3]=[C:4]2[C:9](=[CH:10][CH:11]=1)[CH2:8][N:7]([C:12]([O:14][C:15]([CH3:16])([CH3:17])[CH3:18])=[O:13])[CH:6]([C:19]([O:21][CH3:22])=[O:20])[CH2:5]2. The yield is 0.500. (8) The reactants are CC1(C)[O:6][C@H:5]([CH2:7][OH:8])[CH2:4][O:3]1.[OH-].[K+].[CH2:12]([CH:20]([CH2:27][CH2:28][CH2:29][CH2:30][CH2:31][CH2:32][CH2:33][CH2:34][CH2:35][CH3:36])COS(C)(=O)=O)[CH2:13][CH2:14][CH2:15][CH2:16][CH2:17][CH2:18][CH3:19].O.[CH:38]1C=CC=CC=1. No catalyst specified. The product is [CH3:38][CH:30]([CH:29]([CH:7]([CH:5]([CH2:4][OH:3])[OH:6])[OH:8])[CH2:28][CH2:27][CH2:20][CH2:12][CH2:13][CH2:14][CH2:15][CH2:16][CH2:17][CH2:18][CH3:19])[CH2:31][CH2:32][CH2:33][CH2:34][CH2:35][CH3:36]. The yield is 0.755.